From a dataset of Human liver microsome stability data. Regression/Classification. Given a drug SMILES string, predict its absorption, distribution, metabolism, or excretion properties. Task type varies by dataset: regression for continuous measurements (e.g., permeability, clearance, half-life) or binary classification for categorical outcomes (e.g., BBB penetration, CYP inhibition). Dataset: hlm. (1) The drug is CC(C)(CS(=O)(=O)c1ccc(-c2ccc(Cl)cc2)cc1)C(=O)N[C@H](C#N)CC(N)=O. The result is 0 (unstable in human liver microsomes). (2) The molecule is C=C(C)[C@@H]1CC[C@]2(C(=O)NCCCCCCCNC(C)=O)CC[C@]3(C)[C@H](CC[C@@H]4[C@@]5(C)CC[C@H](O)C(C)(C)[C@@H]5CC[C@]43C)[C@@H]12. The result is 1 (stable in human liver microsomes). (3) The compound is CCN(CC)CCCN=C(C)Nc1c2ccc(Cl)cc2nc2ccc(OC)nc12. The result is 0 (unstable in human liver microsomes).